Task: Predict the product of the given reaction.. Dataset: Forward reaction prediction with 1.9M reactions from USPTO patents (1976-2016) (1) Given the reactants Cl.[Cl:2][C:3]1[CH:8]=[CH:7][C:6]([CH:9]([O:23][CH3:24])[CH:10]2[CH2:15][CH2:14][N:13](C(OC(C)(C)C)=O)[CH2:12][CH2:11]2)=[CH:5][CH:4]=1, predict the reaction product. The product is: [ClH:2].[Cl:2][C:3]1[CH:8]=[CH:7][C:6]([CH:9]([O:23][CH3:24])[CH:10]2[CH2:15][CH2:14][NH:13][CH2:12][CH2:11]2)=[CH:5][CH:4]=1. (2) Given the reactants C(N(CC)CC)C.[CH3:8][C@:9]12[C:15]([CH3:17])([CH3:16])[C@H:12]([CH2:13][CH2:14]1)[CH:11]([C:18](Cl)=[O:19])[C:10]2=O.C(OC([N:29]([C:32]1[C:37]([F:38])=[CH:36][CH:35]=[CH:34][C:33]=1[F:39])[NH:30][CH3:31])=O)(C)(C)C.Cl.O1CCOCC1, predict the reaction product. The product is: [F:38][C:37]1[CH:36]=[CH:35][CH:34]=[C:33]([F:39])[C:32]=1[N:29]1[C:18](=[O:19])[C:11]2[C@@H:12]3[C:15]([CH3:17])([CH3:16])[C@@:9]([CH3:8])([CH2:14][CH2:13]3)[C:10]=2[N:30]1[CH3:31]. (3) Given the reactants [CH3:1][O:2][C:3]1[CH:4]=[C:5]([CH:23]2[CH2:28][CH2:27][N:26]([C:29]([O:31][C:32]([CH3:35])([CH3:34])[CH3:33])=[O:30])[CH2:25][CH2:24]2)[CH:6]=[CH:7][C:8]=1[NH:9][C:10]1[C:15]2[C:16](=[O:20])[NH:17][N:18]=[CH:19][C:14]=2[N:13]=[C:12]([CH:21]=[CH2:22])[CH:11]=1.C(O)(=O)C.[NH:40]1[CH2:45][CH2:44][O:43][CH2:42][CH2:41]1, predict the reaction product. The product is: [CH3:1][O:2][C:3]1[CH:4]=[C:5]([CH:23]2[CH2:28][CH2:27][N:26]([C:29]([O:31][C:32]([CH3:35])([CH3:34])[CH3:33])=[O:30])[CH2:25][CH2:24]2)[CH:6]=[CH:7][C:8]=1[NH:9][C:10]1[C:15]2[C:16](=[O:20])[NH:17][N:18]=[CH:19][C:14]=2[N:13]=[C:12]([CH2:21][CH2:22][N:40]2[CH2:45][CH2:44][O:43][CH2:42][CH2:41]2)[CH:11]=1. (4) Given the reactants Br[C:2]1[C:3]([CH2:27][N:28]2[CH2:33][CH2:32][O:31][CH2:30][CH2:29]2)=[CH:4][C:5]([O:17][CH2:18][C:19]2[CH:24]=[CH:23][C:22]([F:25])=[CH:21][C:20]=2[F:26])=[C:6]([CH:16]=1)[C:7]([NH:9][C:10]1[CH:11]=[N:12][CH:13]=[CH:14][CH:15]=1)=[O:8].[CH3:34][N:35]1[CH:39]=[C:38](B2OC(C)(C)C(C)(C)O2)[CH:37]=[N:36]1.C(=O)([O-])[O-].[Na+].[Na+], predict the reaction product. The product is: [F:26][C:20]1[CH:21]=[C:22]([F:25])[CH:23]=[CH:24][C:19]=1[CH2:18][O:17][C:5]1[CH:4]=[C:3]([CH2:27][N:28]2[CH2:33][CH2:32][O:31][CH2:30][CH2:29]2)[C:2]([C:38]2[CH:37]=[N:36][N:35]([CH3:34])[CH:39]=2)=[CH:16][C:6]=1[C:7]([NH:9][C:10]1[CH:11]=[N:12][CH:13]=[CH:14][CH:15]=1)=[O:8]. (5) Given the reactants [OH:1][C:2]1[CH:7]=[CH:6][C:5]([C:8](=[C:25]2[CH2:30][C:29]([CH3:32])([CH3:31])[CH2:28][C:27]([CH3:34])([CH3:33])[CH2:26]2)[C:9]2[CH:14]=[CH:13][C:12]([C:15]3[C:16]([C:21](OC)=[O:22])=[CH:17][CH:18]=[CH:19][CH:20]=3)=[CH:11][CH:10]=2)=[CH:4][CH:3]=1.[H-].[Al+3].[Li+].[H-].[H-].[H-].CCOC(C)=O.Cl, predict the reaction product. The product is: [OH:22][CH2:21][C:16]1[CH:17]=[CH:18][CH:19]=[CH:20][C:15]=1[C:12]1[CH:13]=[CH:14][C:9]([C:8](=[C:25]2[CH2:26][C:27]([CH3:34])([CH3:33])[CH2:28][C:29]([CH3:32])([CH3:31])[CH2:30]2)[C:5]2[CH:4]=[CH:3][C:2]([OH:1])=[CH:7][CH:6]=2)=[CH:10][CH:11]=1. (6) Given the reactants [CH:1]1([CH:4]=O)[CH2:3][CH2:2]1.N1CCCCC1.[NH2:12][C:13]1[N:18]=[CH:17][N:16]=[C:15]2[N:19]([CH2:37][C@H:38]3[CH2:42][CH2:41][CH2:40][N:39]3[C:43](=[O:47])[CH2:44][C:45]#[N:46])[N:20]=[C:21]([C:22]3[CH:27]=[CH:26][C:25]([O:28][C:29]4[CH:34]=[C:33]([F:35])[CH:32]=[C:31]([F:36])[CH:30]=4)=[CH:24][CH:23]=3)[C:14]=12, predict the reaction product. The product is: [NH2:12][C:13]1[N:18]=[CH:17][N:16]=[C:15]2[N:19]([CH2:37][C@H:38]3[CH2:42][CH2:41][CH2:40][N:39]3[C:43]([C:44](=[CH:4][CH:1]3[CH2:2][CH2:3]3)[C:45]#[N:46])=[O:47])[N:20]=[C:21]([C:22]3[CH:27]=[CH:26][C:25]([O:28][C:29]4[CH:30]=[C:31]([F:36])[CH:32]=[C:33]([F:35])[CH:34]=4)=[CH:24][CH:23]=3)[C:14]=12. (7) Given the reactants F[C:2]1[CH:7]=[CH:6][C:5]([S:8]([NH2:11])(=[O:10])=[O:9])=[CH:4][C:3]=1[C:12]([F:15])([F:14])[F:13].[CH3:16][N:17]([CH3:30])[CH2:18][CH2:19][C@@H:20]([NH2:29])[CH2:21][S:22][C:23]1[CH:28]=[CH:27][CH:26]=[CH:25][CH:24]=1.CN(C)CC[C@@H](NC1C=CC(S(N)(=O)=O)=CC=1S(C(F)(F)F)(=O)=O)CSC1C=CC=CC=1, predict the reaction product. The product is: [CH3:30][N:17]([CH3:16])[CH2:18][CH2:19][C@@H:20]([NH:29][C:2]1[CH:7]=[CH:6][C:5]([S:8]([NH2:11])(=[O:10])=[O:9])=[CH:4][C:3]=1[C:12]([F:15])([F:14])[F:13])[CH2:21][S:22][C:23]1[CH:24]=[CH:25][CH:26]=[CH:27][CH:28]=1. (8) Given the reactants [NH2:1][C:2]1[S:3][C:4]2[CH:10]=[C:9]([OH:11])[CH:8]=[CH:7][C:5]=2[N:6]=1.C(=O)([O-])[O-].[K+].[K+].[Br:18][CH2:19][CH2:20][CH2:21]Br.[C:23]([C:31]1[CH:39]=[CH:38][C:34]([C:35](O)=[O:36])=[CH:33][CH:32]=1)(=[O:30])[C:24]1[CH:29]=[CH:28][CH:27]=[CH:26][CH:25]=1.CN(C(ON1N=NC2C=CC=CC1=2)=[N+](C)C)C.[B-](F)(F)(F)F, predict the reaction product. The product is: [C:23]([C:31]1[CH:32]=[CH:33][C:34]([C:35]([NH:1][C:2]2[S:3][C:4]3[CH:10]=[C:9]([O:11][CH2:21][CH2:20][CH2:19][Br:18])[CH:8]=[CH:7][C:5]=3[N:6]=2)=[O:36])=[CH:38][CH:39]=1)(=[O:30])[C:24]1[CH:25]=[CH:26][CH:27]=[CH:28][CH:29]=1.